Dataset: Forward reaction prediction with 1.9M reactions from USPTO patents (1976-2016). Task: Predict the product of the given reaction. The product is: [CH2:16]([N:13]1[CH:12]=[CH:11][N:10]=[C:9]1[CH2:8][C:7]1[CH:14]=[CH:15][C:4]([N+:1]([O-:3])=[O:2])=[CH:5][CH:6]=1)[CH3:17]. Given the reactants [N+:1]([C:4]1[CH:15]=[CH:14][C:7]([CH2:8][C:9]2[NH:10][CH:11]=[CH:12][N:13]=2)=[CH:6][CH:5]=1)([O-:3])=[O:2].[CH:16](N(CC)C(C)C)(C)[CH3:17].C(I)C, predict the reaction product.